Dataset: Forward reaction prediction with 1.9M reactions from USPTO patents (1976-2016). Task: Predict the product of the given reaction. (1) Given the reactants [F:1][C:2]1[CH:7]=[C:6]([N+:8]([O-])=O)[CH:5]=[CH:4][C:3]=1[N:11]1[CH2:16][CH2:15][N:14]([CH:17]([C:24]2[N:28]=[C:27]([CH:29]([CH3:31])[CH3:30])[O:26][N:25]=2)[C:18]2[CH:23]=[CH:22][CH:21]=[CH:20][CH:19]=2)[CH2:13][CH2:12]1.O.O.Cl[Sn]Cl.[OH-].[Na+], predict the reaction product. The product is: [F:1][C:2]1[CH:7]=[C:6]([NH2:8])[CH:5]=[CH:4][C:3]=1[N:11]1[CH2:16][CH2:15][N:14]([CH:17]([C:24]2[N:28]=[C:27]([CH:29]([CH3:30])[CH3:31])[O:26][N:25]=2)[C:18]2[CH:19]=[CH:20][CH:21]=[CH:22][CH:23]=2)[CH2:13][CH2:12]1. (2) Given the reactants C[C:2]1[C:3]([CH3:9])=[C:4]([OH:8])[CH:5]=[CH:6][CH:7]=1.[CH3:10][S:11]([CH3:13])=O.[ClH:14].[CH3:15]O, predict the reaction product. The product is: [Cl-:14].[OH:8][C:4]1[C:3]([CH3:9])=[CH:2][C:7]([S+:11]([CH3:13])[CH3:10])=[CH:6][C:5]=1[CH3:15].